From a dataset of Forward reaction prediction with 1.9M reactions from USPTO patents (1976-2016). Predict the product of the given reaction. (1) Given the reactants [F:1][C:2]1[CH:3]=[C:4]([OH:10])[CH:5]=[CH:6][C:7]=1[O:8][CH3:9].[Br:11]Br.O.S([O-])([O-])=O.[Na+].[Na+], predict the reaction product. The product is: [Br:11][C:5]1[CH:6]=[C:7]([O:8][CH3:9])[C:2]([F:1])=[CH:3][C:4]=1[OH:10]. (2) Given the reactants C(OC([C:6]1[CH:33]=[CH:32][C:9]2[N:10]=[C:11]([C:13]3[CH:14]=[N:15][C:16]([N:19]4[CH2:24][CH2:23][N:22]([C:25]([O:27][C:28]([CH3:31])([CH3:30])[CH3:29])=[O:26])[CH2:21][CH2:20]4)=[CH:17][CH:18]=3)[S:12][C:8]=2[CH:7]=1)=O)C.BrC1SC2C=[C:42]([O:44]C)C=CC=2N=1, predict the reaction product. The product is: [CH3:42][O:44][C:6]1[CH:33]=[CH:32][C:9]2[N:10]=[C:11]([C:13]3[CH:18]=[CH:17][C:16]([N:19]4[CH2:24][CH2:23][N:22]([C:25]([O:27][C:28]([CH3:31])([CH3:30])[CH3:29])=[O:26])[CH2:21][CH2:20]4)=[N:15][CH:14]=3)[S:12][C:8]=2[CH:7]=1. (3) Given the reactants CS([C:5]1[O:6][C:7]([C:10]2[CH:11]=[CH:12][C:13]3[O:17][CH:16]=[C:15]([C:18]4[CH:23]=[CH:22][C:21]([O:24][C:25]([F:28])([F:27])[F:26])=[CH:20][CH:19]=4)[C:14]=3[CH:29]=2)=[N:8][N:9]=1)(=O)=O.[CH3:30][OH:31], predict the reaction product. The product is: [CH3:30][O:31][C:5]1[O:6][C:7]([C:10]2[CH:11]=[CH:12][C:13]3[O:17][CH:16]=[C:15]([C:18]4[CH:19]=[CH:20][C:21]([O:24][C:25]([F:28])([F:26])[F:27])=[CH:22][CH:23]=4)[C:14]=3[CH:29]=2)=[N:8][N:9]=1.